This data is from Forward reaction prediction with 1.9M reactions from USPTO patents (1976-2016). The task is: Predict the product of the given reaction. (1) Given the reactants [NH2:1][C:2]1[CH:3]=[C:4]2[C:8](=[CH:9][CH:10]=1)[NH:7][CH:6]=[C:5]2[CH2:11][CH2:12][CH2:13][N:14]1[CH2:19][CH2:18][N:17]([C:20]2[C:25]([O:26][CH3:27])=[CH:24][N:23]=[CH:22][N:21]=2)[CH2:16][CH2:15]1.[F:28][C:29]([F:40])([F:39])[C:30](O[C:30](=[O:31])[C:29]([F:40])([F:39])[F:28])=[O:31], predict the reaction product. The product is: [F:28][C:29]([F:40])([F:39])[C:30]([NH:1][C:2]1[CH:3]=[C:4]2[C:8](=[CH:9][CH:10]=1)[NH:7][CH:6]=[C:5]2[CH2:11][CH2:12][CH2:13][N:14]1[CH2:19][CH2:18][N:17]([C:20]2[C:25]([O:26][CH3:27])=[CH:24][N:23]=[CH:22][N:21]=2)[CH2:16][CH2:15]1)=[O:31]. (2) Given the reactants [C:1]([CH:3]([CH:7]1[C:11]([Cl:12])=[C:10](Cl)C(=O)O1)[C:4]([NH2:6])=[O:5])#[N:2].Cl.[NH2:16][CH:17]([C:19]1[CH:20]=[C:21]([CH:24]=[CH:25][CH:26]=1)[C:22]#[N:23])[CH3:18], predict the reaction product. The product is: [ClH:12].[Cl:12][C:11]1[CH:7]=[C:3]([C:4]([NH2:6])=[O:5])[C:1](=[NH:2])[N:16]([CH:17]([C:19]2[CH:26]=[CH:25][CH:24]=[C:21]([C:22]#[N:23])[CH:20]=2)[CH3:18])[CH:10]=1. (3) Given the reactants [CH3:1][N:2]1[CH2:7][CH2:6][NH:5][CH2:4][CH2:3]1.[Br:8][C:9]1[CH:14]=[CH:13][C:12]([C:15]([F:18])([F:17])[F:16])=[CH:11][C:10]=1F, predict the reaction product. The product is: [Br:8][C:9]1[CH:14]=[CH:13][C:12]([C:15]([F:18])([F:17])[F:16])=[CH:11][C:10]=1[N:5]1[CH2:6][CH2:7][N:2]([CH3:1])[CH2:3][CH2:4]1. (4) Given the reactants [NH2:1][C:2]1[C:7](C(O)=O)=[C:6]([CH3:11])[N:5]=[C:4]2[S:12][C:13]([CH3:16])=[C:14]([Br:15])[C:3]=12.C1(OC2C=CC=CC=2)C=CC=CC=1, predict the reaction product. The product is: [Br:15][C:14]1[C:3]2[C:2]([NH2:1])=[CH:7][C:6]([CH3:11])=[N:5][C:4]=2[S:12][C:13]=1[CH3:16]. (5) Given the reactants [F:1][C:2]([F:33])([F:32])[C:3]1[CH:27]=[C:26]([C:28]([F:31])([F:30])[F:29])[CH:25]=[CH:24][C:4]=1[CH2:5][N:6]1[C:14]2[C:9](=[CH:10][C:11]([CH:15]=[C:16]3[S:20][C:19](SC)=[N:18][C:17]3=[O:23])=[CH:12][CH:13]=2)[CH:8]=[N:7]1.[NH:34]1[CH2:39][CH2:38][CH2:37][C@@H:36]([C:40]([OH:42])=[O:41])[CH2:35]1, predict the reaction product. The product is: [F:33][C:2]([F:1])([F:32])[C:3]1[CH:27]=[C:26]([C:28]([F:29])([F:31])[F:30])[CH:25]=[CH:24][C:4]=1[CH2:5][N:6]1[C:14]2[C:9](=[CH:10][C:11]([CH:15]=[C:16]3[S:20][C:19]([N:34]4[CH2:39][CH2:38][CH2:37][C@@H:36]([C:40]([OH:42])=[O:41])[CH2:35]4)=[N:18][C:17]3=[O:23])=[CH:12][CH:13]=2)[CH:8]=[N:7]1. (6) Given the reactants [NH2:1][C@@:2]1([C:15]2[CH:20]=[CH:19][C:18]([F:21])=[CH:17][C:16]=2[F:22])[CH2:7][O:6][C@@H:5]([C@@H:8]2[CH2:12][CH2:11][CH2:10][O:9]2)[CH2:4][C@H:3]1[CH2:13][OH:14].FC1C=C(F)C=CC=1[C@@]1(N[C:44]([NH:46][C:47](=[O:54])[C:48]2[CH:53]=[CH:52][CH:51]=[CH:50][CH:49]=2)=[S:45])[C@H](CO)C[C@H]([C@@H]2C[C@H]2C)OC1, predict the reaction product. The product is: [F:22][C:16]1[CH:17]=[C:18]([F:21])[CH:19]=[CH:20][C:15]=1[C@@:2]1([NH:1][C:44]([NH:46][C:47](=[O:54])[C:48]2[CH:49]=[CH:50][CH:51]=[CH:52][CH:53]=2)=[S:45])[C@H:3]([CH2:13][OH:14])[CH2:4][C@H:5]([C@@H:8]2[CH2:12][CH2:11][CH2:10][O:9]2)[O:6][CH2:7]1. (7) Given the reactants [CH2:1]([O:8][CH2:9][CH2:10][C@H:11]([NH:29][C:30](=[O:36])[O:31][C:32]([CH3:35])([CH3:34])[CH3:33])[C:12](=O)[NH:13][N:14]1[CH:18]=[CH:17][CH:16]=[C:15]1[C:19](=[O:27])[NH:20][C:21]1[CH:26]=[CH:25][CH:24]=[CH:23][CH:22]=1)[C:2]1[CH:7]=[CH:6][CH:5]=[CH:4][CH:3]=1.C1(P(C2C=CC=CC=2)C2C=CC=CC=2)C=CC=CC=1.BrBr.C(N(CC)CC)C.N, predict the reaction product. The product is: [CH2:1]([O:8][CH2:9][CH2:10][C@H:11]([NH:29][C:30](=[O:36])[O:31][C:32]([CH3:35])([CH3:34])[CH3:33])[C:12]1[N:20]([C:21]2[CH:26]=[CH:25][CH:24]=[CH:23][CH:22]=2)[C:19](=[O:27])[C:15]2=[CH:16][CH:17]=[CH:18][N:14]2[N:13]=1)[C:2]1[CH:7]=[CH:6][CH:5]=[CH:4][CH:3]=1. (8) Given the reactants [NH2:1][C:2]1[CH:7]=[CH:6][C:5]([N:8]2[C:16]3[C:11](=[CH:12][CH:13]=[CH:14][CH:15]=3)[CH:10]=[C:9]2[C:17]([OH:19])=[O:18])=[CH:4][CH:3]=1.C(=O)(O)[O-].[Na+].[F:25][C:26]([F:39])([F:38])[O:27][C:28]1[CH:33]=[CH:32][C:31]([S:34](Cl)(=[O:36])=[O:35])=[CH:30][CH:29]=1, predict the reaction product. The product is: [F:39][C:26]([F:25])([F:38])[O:27][C:28]1[CH:33]=[CH:32][C:31]([S:34]([NH:1][C:2]2[CH:3]=[CH:4][C:5]([N:8]3[C:16]4[C:11](=[CH:12][CH:13]=[CH:14][CH:15]=4)[CH:10]=[C:9]3[C:17]([OH:19])=[O:18])=[CH:6][CH:7]=2)(=[O:36])=[O:35])=[CH:30][CH:29]=1.